Dataset: Retrosynthesis with 50K atom-mapped reactions and 10 reaction types from USPTO. Task: Predict the reactants needed to synthesize the given product. (1) Given the product CNCCN(C)c1ccccn1, predict the reactants needed to synthesize it. The reactants are: CNCCNC.Clc1ccccn1. (2) Given the product Cc1cncc(-c2ccc(S(=O)(=O)NC3CCCCc4c(OCC(=O)O)cccc43)cc2)c1, predict the reactants needed to synthesize it. The reactants are: Cc1cncc(-c2ccc(S(=O)(=O)NC3CCCCc4c(OCC(=O)OC(C)(C)C)cccc43)cc2)c1. (3) Given the product COc1c(C)c(C)cc(C)c1C(C)=O, predict the reactants needed to synthesize it. The reactants are: CC(=O)c1c(C)cc(C)c(C)c1O.CI. (4) Given the product CCOC(=O)[C@@H]1COCC[C@@H]1N[C@@H](C)c1ccccc1, predict the reactants needed to synthesize it. The reactants are: CCOC(=O)C1=C(N[C@@H](C)c2ccccc2)CCOC1. (5) Given the product Cc1cc(C(=O)N(C)C)cc(N=C(c2ccccc2)c2ccccc2)n1, predict the reactants needed to synthesize it. The reactants are: Cc1cc(C(=O)N(C)C)cc(Cl)n1.N=C(c1ccccc1)c1ccccc1. (6) Given the product CSc1ccc(C=C(C(=O)O)c2ccc(Cl)cc2)cc1, predict the reactants needed to synthesize it. The reactants are: CSc1ccc(C=O)cc1.O=C(O)Cc1ccc(Cl)cc1. (7) Given the product C[C@H](O)C1=CC[C@H]2C3=CC=C4C[C@@H](O[Si](C)(C)C(C)(C)C)C[C@H](O[Si](C)(C)C(C)(C)C)[C@]4(C)[C@H]3CC[C@]12C, predict the reactants needed to synthesize it. The reactants are: CC(=O)C1=CC[C@H]2C3=CC=C4C[C@@H](O[Si](C)(C)C(C)(C)C)C[C@H](O[Si](C)(C)C(C)(C)C)[C@]4(C)[C@H]3CC[C@]12C. (8) Given the product Cc1c(-c2ccc3c(c2)cc2n3CC(N(C)C(=O)OC(C)(C)C)C2)nc(OCc2ccccc2)c(C(=O)OCc2ccccc2)c1OCc1ccccc1, predict the reactants needed to synthesize it. The reactants are: CI.Cc1c(-c2ccc3c(c2)cc2n3CC(NC(=O)OC(C)(C)C)C2)nc(OCc2ccccc2)c(C(=O)OCc2ccccc2)c1OCc1ccccc1. (9) Given the product CC(C)C(=O)Nc1cccc(C2CCN(CCCc3c(-c4ccc(Br)cc4)[nH]c4ccccc34)CC2)c1, predict the reactants needed to synthesize it. The reactants are: CC(C)C(=O)Nc1cccc(C2CCN(CCCCC(=O)c3ccc(Br)cc3)CC2)c1.NNc1ccccc1.